Dataset: Peptide-MHC class I binding affinity with 185,985 pairs from IEDB/IMGT. Task: Regression. Given a peptide amino acid sequence and an MHC pseudo amino acid sequence, predict their binding affinity value. This is MHC class I binding data. (1) The peptide sequence is QLLALADRI. The MHC is Mamu-B03 with pseudo-sequence Mamu-B03. The binding affinity (normalized) is 0. (2) The binding affinity (normalized) is 0. The peptide sequence is ISPRTLNAW. The MHC is HLA-A26:01 with pseudo-sequence HLA-A26:01. (3) The peptide sequence is ILFILFFAYV. The MHC is HLA-A02:02 with pseudo-sequence HLA-A02:02. The binding affinity (normalized) is 0.549. (4) The peptide sequence is KIVNGVLSR. The MHC is HLA-A03:01 with pseudo-sequence HLA-A03:01. The binding affinity (normalized) is 0.465. (5) The peptide sequence is MANIFRGSY. The MHC is HLA-B35:01 with pseudo-sequence HLA-B35:01. The binding affinity (normalized) is 0.398. (6) The peptide sequence is KLPRMFLPK. The MHC is HLA-B58:01 with pseudo-sequence HLA-B58:01. The binding affinity (normalized) is 0.0847.